Dataset: Full USPTO retrosynthesis dataset with 1.9M reactions from patents (1976-2016). Task: Predict the reactants needed to synthesize the given product. (1) Given the product [Br:1][C:2]1[C:7]([C:19]2([OH:21])[CH2:20][O:17][CH2:18]2)=[C:6]([Cl:8])[CH:5]=[CH:4][N:3]=1, predict the reactants needed to synthesize it. The reactants are: [Br:1][C:2]1[CH:7]=[C:6]([Cl:8])[CH:5]=[CH:4][N:3]=1.[Li+].CC([N-]C(C)C)C.[O:17]1[CH2:20][C:19](=[O:21])[CH2:18]1.[NH4+].[Cl-]. (2) Given the product [OH:22][C:21]1[N:13]2[N:12]=[C:11]([C:2]3[CH:3]=[CH:4][C:5]4[CH2:6][CH2:7][CH2:8][CH2:9][C:10]=4[CH:1]=3)[CH:15]=[C:14]2[N:16]=[C:17]([CH3:18])[C:20]=1[CH2:26][C:27]([O:29][CH3:30])=[O:28], predict the reactants needed to synthesize it. The reactants are: [CH:1]1[C:10]2[CH2:9][CH2:8][CH2:7][CH2:6][C:5]=2[CH:4]=[CH:3][C:2]=1[C:11]1[CH:15]=[C:14]([NH2:16])[NH:13][N:12]=1.[C:17]([CH:20]([CH2:26][C:27]([O:29][CH3:30])=[O:28])[C:21](OCC)=[O:22])(=O)[CH3:18]. (3) Given the product [C:4]1([C@@H:1]([OH:3])[CH3:2])[CH:9]=[CH:8][CH:7]=[CH:6][CH:5]=1, predict the reactants needed to synthesize it. The reactants are: [C:1]([C:4]1[CH:9]=[CH:8][CH:7]=[CH:6][CH:5]=1)(=[O:3])[CH3:2].CC([O-])(C)C.[K+]. (4) Given the product [B:24]([C:21]1[CH:20]=[CH:19][C:18]([C:16]([NH:15][CH2:14][CH2:13][CH2:12][CH2:11][CH2:10][CH2:9][CH2:8][CH2:7][CH2:6][CH2:5][CH2:4][C:3]([OH:27])=[O:2])=[O:17])=[CH:23][CH:22]=1)([OH:26])[OH:25], predict the reactants needed to synthesize it. The reactants are: C[O:2][C:3](=[O:27])[CH2:4][CH2:5][CH2:6][CH2:7][CH2:8][CH2:9][CH2:10][CH2:11][CH2:12][CH2:13][CH2:14][NH:15][C:16]([C:18]1[CH:23]=[CH:22][C:21]([B:24]([OH:26])[OH:25])=[CH:20][CH:19]=1)=[O:17].[OH-].[Li+].CO.